From a dataset of Full USPTO retrosynthesis dataset with 1.9M reactions from patents (1976-2016). Predict the reactants needed to synthesize the given product. The reactants are: [F:1][CH:2]([F:17])[O:3][C:4]1[N:9]=[C:8]([C:10]([NH:13]C(=O)[O-])([CH3:12])[CH3:11])[CH:7]=[CH:6][CH:5]=1.CO.O. Given the product [F:17][CH:2]([F:1])[O:3][C:4]1[N:9]=[C:8]([C:10]([NH2:13])([CH3:11])[CH3:12])[CH:7]=[CH:6][CH:5]=1, predict the reactants needed to synthesize it.